This data is from Catalyst prediction with 721,799 reactions and 888 catalyst types from USPTO. The task is: Predict which catalyst facilitates the given reaction. (1) Reactant: [CH3:13][C:12]([O:11][C:9](O[C:9]([O:11][C:12]([CH3:15])([CH3:14])[CH3:13])=[O:10])=[O:10])([CH3:15])[CH3:14].[O:16]=[C:17]1[CH:22]2[CH2:23][CH:19]([CH2:20][CH:21]2C(O)=O)[O:18]1. Product: [C:12]([O:11][C:9]([CH:21]1[CH2:20][CH:19]2[CH2:23][CH:22]1[C:17](=[O:16])[O:18]2)=[O:10])([CH3:13])([CH3:14])[CH3:15]. The catalyst class is: 79. (2) Reactant: [CH3:1][N:2]([CH3:14])[CH2:3][CH2:4][O:5][C:6]1[CH:7]=[C:8]([CH:11]=[CH:12][CH:13]=1)[C:9]#[N:10].[H-].[Al+3].[Li+].[H-].[H-].[H-].C(OCC)(=O)C. Product: [NH2:10][CH2:9][C:8]1[CH:7]=[C:6]([CH:13]=[CH:12][CH:11]=1)[O:5][CH2:4][CH2:3][N:2]([CH3:1])[CH3:14]. The catalyst class is: 1. (3) Reactant: C[O:2][C:3](=O)[CH2:4][C:5]1[C:6]([CH:21]2[CH2:23][CH2:22]2)=[N:7][C:8]([C:11]2[CH:16]=[CH:15][C:14]([C:17]([F:20])([F:19])[F:18])=[CH:13][CH:12]=2)=[N:9][CH:10]=1.ClCC1C(C2CC2)=NC(C2C=CC(C(F)(F)F)=CC=2)=NC=1.CC(C[AlH]CC(C)C)C. Product: [CH:21]1([C:6]2[C:5]([CH2:4][CH2:3][OH:2])=[CH:10][N:9]=[C:8]([C:11]3[CH:12]=[CH:13][C:14]([C:17]([F:19])([F:20])[F:18])=[CH:15][CH:16]=3)[N:7]=2)[CH2:23][CH2:22]1. The catalyst class is: 1. (4) Reactant: [I-].[I-].[Sm+2].[Br:4][C:5]1[CH:10]=[CH:9][C:8]([C@:11]2([C@H:27]([C:31]3[CH:36]=[CH:35][CH:34]=[CH:33][CH:32]=3)[CH2:28][CH:29]=[O:30])[C:15](=[O:16])[C:14]3[C:17]([O:24][CH2:25][CH3:26])=[CH:18][C:19]([O:21][CH2:22][CH3:23])=[CH:20][C:13]=3[O:12]2)=[CH:7][CH:6]=1.C(=O)([O-])[O-].[K+].[K+]. Product: [Br:4][C:5]1[CH:10]=[CH:9][C:8]([C@:11]23[C@H:27]([C:31]4[CH:32]=[CH:33][CH:34]=[CH:35][CH:36]=4)[CH2:28][C@H:29]([OH:30])[C@@:15]2([OH:16])[C:14]2[C:17]([O:24][CH2:25][CH3:26])=[CH:18][C:19]([O:21][CH2:22][CH3:23])=[CH:20][C:13]=2[O:12]3)=[CH:7][CH:6]=1. The catalyst class is: 1. (5) The catalyst class is: 10. Product: [CH3:17][S:16][C:12]1[CH:11]=[C:10]([C:3](=[N:2][O:1][CH2:19][C:20]2[N:21]=[C:22]([NH2:25])[S:23][CH:24]=2)[C:4]2[N:8]([CH3:9])[N:7]=[N:6][N:5]=2)[CH:15]=[CH:14][CH:13]=1. Reactant: [OH:1][N:2]=[C:3]([C:10]1[CH:15]=[CH:14][CH:13]=[C:12]([S:16][CH3:17])[CH:11]=1)[C:4]1[N:8]([CH3:9])[N:7]=[N:6][N:5]=1.Cl[CH2:19][C:20]1[N:21]=[C:22]([NH2:25])[S:23][CH:24]=1.C(=O)([O-])[O-].[Cs+].[Cs+].[I-].[K+]. (6) Reactant: C([O:5][C:6](=[O:19])[CH:7]([CH3:18])[C:8]([C:10]1[C:15]([F:16])=[CH:14][C:13]([Cl:17])=[CH:12][N:11]=1)=[O:9])(C)(C)C.Br. Product: [Cl:17][C:13]1[CH:14]=[C:15]([F:16])[C:10]([C:8](=[O:9])[CH:7]([CH3:18])[C:6]([OH:19])=[O:5])=[N:11][CH:12]=1. The catalyst class is: 15. (7) Reactant: [CH2:1]([O:8][C:9]1[CH:10]=[CH:11][C:12]([N+:17]([O-:19])=[O:18])=[C:13]([CH:16]=1)[CH:14]=[O:15])[C:2]1[CH:7]=[CH:6][CH:5]=[CH:4][CH:3]=1.[CH3:20][C:21]([CH3:25])=[CH:22][Mg]Br. Product: [CH2:1]([O:8][C:9]1[CH:10]=[CH:11][C:12]([N+:17]([O-:19])=[O:18])=[C:13]([CH:14]([OH:15])[CH:20]=[C:21]([CH3:25])[CH3:22])[CH:16]=1)[C:2]1[CH:3]=[CH:4][CH:5]=[CH:6][CH:7]=1. The catalyst class is: 1. (8) Reactant: [C:1]([C@H:5]1[CH2:10][CH2:9][C@H:8]([O:11][C:12]2[CH:13]=[C:14]3[C:19](=[CH:20][CH:21]=2)[CH:18]=[C:17]([CH2:22][N:23]2[CH2:26][CH:25]([C:27]([O:29][CH3:30])=[O:28])[CH2:24]2)[CH:16]=[CH:15]3)[CH2:7][CH2:6]1)([CH3:4])([CH3:3])[CH3:2].C1C(=O)N([I:38])C(=O)C1.C(O)(C(F)(F)F)=O. Product: [C:1]([C@H:5]1[CH2:6][CH2:7][C@H:8]([O:11][C:12]2[C:13]([I:38])=[C:14]3[C:19](=[CH:20][CH:21]=2)[CH:18]=[C:17]([CH2:22][N:23]2[CH2:24][CH:25]([C:27]([O:29][CH3:30])=[O:28])[CH2:26]2)[CH:16]=[CH:15]3)[CH2:9][CH2:10]1)([CH3:4])([CH3:2])[CH3:3]. The catalyst class is: 23.